Task: Binary Classification. Given a drug SMILES string, predict its activity (active/inactive) in a high-throughput screening assay against a specified biological target.. Dataset: HIV replication inhibition screening data with 41,000+ compounds from the AIDS Antiviral Screen The compound is CCOC1[C-]([Fe+2]2345(C#[O+])(C#[O+])C6=C2[C-]3C4=C65)CC2(C)C(=O)C3=C4C5=C(C12)[Fe]345(C#[O+])(C#[O+])C#[O+]. The result is 0 (inactive).